This data is from Full USPTO retrosynthesis dataset with 1.9M reactions from patents (1976-2016). The task is: Predict the reactants needed to synthesize the given product. (1) The reactants are: [Cl:1][C:2]1[CH:7]=[CH:6][N:5]=[C:4]([C:8]([NH:10][C:11]2[CH:16]=[CH:15][CH:14]=[C:13]([C:17]([NH:19][NH2:20])=O)[N:12]=2)=[O:9])[CH:3]=1.[CH3:21][N:22]([CH3:25])C=O.CN(C)[C:28](=O)[CH3:29].C1(N)CC1.C(O)(=O)C. Given the product [Cl:1][C:2]1[CH:7]=[CH:6][N:5]=[C:4]([C:8]([NH:10][C:11]2[CH:16]=[CH:15][CH:14]=[C:13]([C:17]3[N:22]([CH:25]4[CH2:29][CH2:28]4)[CH:21]=[N:20][N:19]=3)[N:12]=2)=[O:9])[CH:3]=1, predict the reactants needed to synthesize it. (2) Given the product [F:1][C:2]1[CH:7]=[CH:6][C:5]([NH:8][C:9](=[O:22])[C:10]2[CH:15]=[C:14]([NH2:16])[C:13]([NH:19][CH3:20])=[CH:12][C:11]=2[F:21])=[CH:4][C:3]=1[Cl:23], predict the reactants needed to synthesize it. The reactants are: [F:1][C:2]1[CH:7]=[CH:6][C:5]([NH:8][C:9](=[O:22])[C:10]2[CH:15]=[C:14]([N+:16]([O-])=O)[C:13]([NH:19][CH3:20])=[CH:12][C:11]=2[F:21])=[CH:4][C:3]=1[Cl:23].FC1C=C(NC)C([N+]([O-])=O)=CC=1C(O)=O.FC1C=CC(N)=CC=1Cl. (3) Given the product [CH:18]([C:21]1[CH:26]=[CH:25][C:24]([C:2]2[CH:3]=[C:4]([C:7]3[CH:8]=[C:9]([CH:15]=[CH:16][CH:17]=3)[C:10]([O:12][CH2:13][CH3:14])=[O:11])[S:5][CH:6]=2)=[CH:23][CH:22]=1)([CH3:20])[CH3:19], predict the reactants needed to synthesize it. The reactants are: Br[C:2]1[CH:3]=[C:4]([C:7]2[CH:8]=[C:9]([CH:15]=[CH:16][CH:17]=2)[C:10]([O:12][CH2:13][CH3:14])=[O:11])[S:5][CH:6]=1.[CH:18]([C:21]1[CH:26]=[CH:25][C:24](B(O)O)=[CH:23][CH:22]=1)([CH3:20])[CH3:19].C([O-])([O-])=O.[Na+].[Na+]. (4) Given the product [CH3:21][C:3]1[N:4]([CH2:14][C:15]2[CH:20]=[CH:19][CH:18]=[CH:17][CH:16]=2)[C:5]([CH3:25])=[N+:6]([CH2:7][C:8]2[CH:13]=[CH:12][CH:11]=[CH:10][CH:9]=2)[C:2]=1[CH3:1].[Cl-:22], predict the reactants needed to synthesize it. The reactants are: [CH3:1][C:2]1[N:6]([CH2:7][C:8]2[CH:13]=[CH:12][CH:11]=[CH:10][CH:9]=2)[CH:5]=[N+:4]([CH2:14][C:15]2[CH:20]=[CH:19][CH:18]=[CH:17][CH:16]=2)[C:3]=1[CH3:21].[Cl-:22].[Br-].F[C:25]1C=CC(C[N+]2C(C)=C(C)N(CC3C=CC(F)=CC=3)C=2)=CC=1.